Dataset: Full USPTO retrosynthesis dataset with 1.9M reactions from patents (1976-2016). Task: Predict the reactants needed to synthesize the given product. (1) Given the product [NH2:1][C:2]1[NH:6][N:5]=[C:4]([NH:7][C:8]2[CH:9]=[N:10][CH:11]=[CH:12][CH:13]=2)[C:3]=1[C:14]([NH2:15])=[O:17], predict the reactants needed to synthesize it. The reactants are: [NH2:1][C:2]1[NH:6][N:5]=[C:4]([NH:7][C:8]2[CH:9]=[N:10][CH:11]=[CH:12][CH:13]=2)[C:3]=1[C:14]#[N:15].C(=O)([O-])[O-:17].[K+].[K+].OO. (2) The reactants are: [NH:1]1[CH2:6][C:5](=[O:7])[NH:4][CH2:3][C:2]1=[O:8].[C:9]([O-:12])(=O)[CH3:10].[Na+].[C:14](OC(=O)C)(=[O:16])[CH3:15]. Given the product [C:14]([N:1]1[CH2:6][C:5](=[O:7])[N:4]([C:9](=[O:12])[CH3:10])[CH2:3][C:2]1=[O:8])(=[O:16])[CH3:15], predict the reactants needed to synthesize it.